This data is from Catalyst prediction with 721,799 reactions and 888 catalyst types from USPTO. The task is: Predict which catalyst facilitates the given reaction. Reactant: [CH2:1]([O:4][C:5]([NH:7][C:8]1[C:9]([F:18])=[C:10]([CH:15]=[CH:16][CH:17]=1)[C:11]([O:13]C)=O)=[O:6])[CH:2]=[CH2:3].[Li+].[CH3:20][Si]([N-][Si](C)(C)C)(C)C.[Cl-:29].[N:30]1[CH:35]=[CH:34][CH:33]=[N:32][CH:31]=1. Product: [Cl:29][C:31]1[N:32]=[C:33]([CH2:20][C:11]([C:10]2[C:9]([F:18])=[C:8]([NH:7][C:5](=[O:6])[O:4][CH2:1][CH:2]=[CH2:3])[CH:17]=[CH:16][CH:15]=2)=[O:13])[CH:34]=[CH:35][N:30]=1. The catalyst class is: 1.